Dataset: Full USPTO retrosynthesis dataset with 1.9M reactions from patents (1976-2016). Task: Predict the reactants needed to synthesize the given product. (1) Given the product [Br:1][C:2]1[N:7]=[C:6]([C:8]2([CH2:15][F:23])[NH:13][C:12](=[O:14])[CH2:11][O:10][CH2:9]2)[CH:5]=[CH:4][CH:3]=1, predict the reactants needed to synthesize it. The reactants are: [Br:1][C:2]1[N:7]=[C:6]([C:8]2([CH2:15]O)[NH:13][C:12](=[O:14])[CH2:11][O:10][CH2:9]2)[CH:5]=[CH:4][CH:3]=1.C(N(S(F)(F)[F:23])CC)C.C([O-])([O-])=O.[Na+].[Na+]. (2) Given the product [Cl:1][C:2]1[C:3]([CH:4]([OH:5])[C:17]2[C:16](=[O:21])[CH2:20][CH2:19][CH:18]=2)=[CH:6][C:7]([CH3:10])=[CH:8][N:9]=1, predict the reactants needed to synthesize it. The reactants are: [Cl:1][C:2]1[N:9]=[CH:8][C:7]([CH3:10])=[CH:6][C:3]=1[CH:4]=[O:5].N1C=CN=C1.[C:16]1(=[O:21])[CH2:20][CH2:19][CH:18]=[CH:17]1. (3) Given the product [CH2:20]1[CH:21]2[CH2:26][NH:25][CH2:24][CH:22]2[CH2:23][N:19]1[C:16]1[CH:17]=[CH:18][C:13]2[N:14]([C:10]([C:9]([F:34])([F:35])[F:8])=[N:11][N:12]=2)[N:15]=1, predict the reactants needed to synthesize it. The reactants are: FC(F)(F)C(O)=O.[F:8][C:9]([F:35])([F:34])[C:10]1[N:14]2[N:15]=[C:16]([N:19]3[CH2:23][CH:22]4[CH2:24][N:25](C(OC(C)(C)C)=O)[CH2:26][CH:21]4[CH2:20]3)[CH:17]=[CH:18][C:13]2=[N:12][N:11]=1. (4) Given the product [F:18][C:19]1[CH:24]=[C:23]([F:25])[CH:22]=[CH:21][C:20]=1[C:2]1[C:10]2[N:9]3[CH2:11][CH2:12][NH:13][C:14](=[O:15])[C:8]3=[CH:7][C:6]=2[CH:5]=[C:4]([C:16]#[N:17])[CH:3]=1, predict the reactants needed to synthesize it. The reactants are: Br[C:2]1[C:10]2[N:9]3[CH2:11][CH2:12][NH:13][C:14](=[O:15])[C:8]3=[CH:7][C:6]=2[CH:5]=[C:4]([C:16]#[N:17])[CH:3]=1.[F:18][C:19]1[CH:24]=[C:23]([F:25])[CH:22]=[CH:21][C:20]=1B(O)O. (5) Given the product [N+:1]([C:4]1[CH:9]=[CH:8][C:7]([S:10]([O:13][CH2:14][C:15]([C:17]2[O:21][N:20]=[C:19]([NH2:22])[CH:18]=2)([CH3:16])[CH3:32])(=[O:11])=[O:12])=[CH:6][CH:5]=1)([O-:3])=[O:2], predict the reactants needed to synthesize it. The reactants are: [N+:1]([C:4]1[CH:9]=[CH:8][C:7]([S:10]([O:13][CH2:14][C:15]([CH3:32])([C:17]2[O:21][N:20]=[C:19]([NH:22]C(OC3C=CC=CC=3)=O)[CH:18]=2)[CH3:16])(=[O:12])=[O:11])=[CH:6][CH:5]=1)([O-:3])=[O:2].[O-2].[Mg+2].O1CCOCC1. (6) Given the product [CH3:1][C:2]1[CH:3]=[C:4]([CH:8]=[CH:9][CH:10]=1)[C:5]([O:7][CH3:16])=[O:6], predict the reactants needed to synthesize it. The reactants are: [CH3:1][C:2]1[CH:3]=[C:4]([CH:8]=[CH:9][CH:10]=1)[C:5]([OH:7])=[O:6].S(=O)(=O)(O)O.[CH3:16]O.